Dataset: Catalyst prediction with 721,799 reactions and 888 catalyst types from USPTO. Task: Predict which catalyst facilitates the given reaction. (1) Reactant: C(=O)([O-])[O-].[K+].[K+].[NH2:7][C:8]1[CH:13]=[CH:12][C:11]([OH:14])=[CH:10][C:9]=1[N+:15]([O-:17])=[O:16].Br[CH2:19][CH2:20][O:21][CH3:22]. Product: [CH3:22][O:21][CH2:20][CH2:19][O:14][C:11]1[CH:12]=[CH:13][C:8]([NH2:7])=[C:9]([N+:15]([O-:17])=[O:16])[CH:10]=1. The catalyst class is: 3. (2) Reactant: F[C:2]1[C:3]([CH3:22])=[N:4][C:5]2[C:10]([N:11]=1)=[C:9]([C:12]1[NH:21][C:15]3[N:16]=[CH:17][NH:18][C:19](=[O:20])[C:14]=3[CH:13]=1)[CH:8]=[CH:7][CH:6]=2.[C:23]([NH2:27])([CH3:26])([CH3:25])[CH3:24]. Product: [C:23]([NH:27][C:2]1[C:3]([CH3:22])=[N:4][C:5]2[C:10]([N:11]=1)=[C:9]([C:12]1[NH:21][C:15]3[N:16]=[CH:17][NH:18][C:19](=[O:20])[C:14]=3[CH:13]=1)[CH:8]=[CH:7][CH:6]=2)([CH3:26])([CH3:25])[CH3:24]. The catalyst class is: 16.